Dataset: Full USPTO retrosynthesis dataset with 1.9M reactions from patents (1976-2016). Task: Predict the reactants needed to synthesize the given product. (1) Given the product [CH2:1]([C:5]1[N:6]=[C:7]([CH3:34])[N:8]([CH2:27][CH:28]([OH:33])[C:29]([CH3:32])([CH3:31])[CH3:30])[C:9](=[O:26])[C:10]=1[CH2:11][C:12]1[CH:17]=[CH:16][C:15]([C:18]2[CH:23]=[CH:22][CH:21]=[CH:20][C:19]=2[C:24]2[NH:50][C:61](=[O:64])[O:62][N:25]=2)=[CH:14][CH:13]=1)[CH2:2][CH2:3][CH3:4], predict the reactants needed to synthesize it. The reactants are: [CH2:1]([C:5]1[N:6]=[C:7]([CH3:34])[N:8]([CH2:27][CH:28]([OH:33])[C:29]([CH3:32])([CH3:31])[CH3:30])[C:9](=[O:26])[C:10]=1[CH2:11][C:12]1[CH:17]=[CH:16][C:15]([C:18]2[C:19]([C:24]#[N:25])=[CH:20][CH:21]=[CH:22][CH:23]=2)=[CH:14][CH:13]=1)[CH2:2][CH2:3][CH3:4].FC(F)(F)S(O[Si](C(C)(C)C)(C)C)(=O)=O.[N:50]1C(C)=CC=CC=1C.[Cl-].O[NH3+].[C:61](=[O:64])([O-])[OH:62].[Na+]. (2) Given the product [NH2:1][C:2]1[N:10]=[C:9]([O:11][CH2:12][CH2:13][O:14][CH3:15])[N:8]=[C:7]2[C:3]=1[N:4]=[C:5]([O:31][CH3:30])[N:6]2[CH2:16][C:17]1[CH:18]=[C:19]([CH:22]=[CH:23][CH:24]=1)[C:20]#[N:21], predict the reactants needed to synthesize it. The reactants are: [NH2:1][C:2]1[N:10]=[C:9]([O:11][CH2:12][CH2:13][O:14][CH3:15])[N:8]=[C:7]2[C:3]=1[N:4]=[CH:5][N:6]2[CH2:16][C:17]1[CH:18]=[C:19]([CH:22]=[CH:23][CH:24]=1)[C:20]#[N:21].BrN1[C:30](=[O:31])CCC1=O. (3) The reactants are: Br[C:2]1[S:6][C:5]([CH2:7][N:8]([CH3:16])[C:9](=[O:15])[O:10][C:11]([CH3:14])([CH3:13])[CH3:12])=[CH:4][C:3]=1[S:17]([C:20]1[CH:21]=[N:22][CH:23]=[CH:24][CH:25]=1)(=[O:19])=[O:18].[F:26][C:27]1[CH:32]=[CH:31][CH:30]=[CH:29][C:28]=1B(O)O.C(=O)([O-])[O-].[Na+].[Na+].COCCOC. Given the product [F:26][C:27]1[CH:32]=[CH:31][CH:30]=[CH:29][C:28]=1[C:2]1[S:6][C:5]([CH2:7][N:8]([CH3:16])[C:9](=[O:15])[O:10][C:11]([CH3:14])([CH3:13])[CH3:12])=[CH:4][C:3]=1[S:17]([C:20]1[CH:21]=[N:22][CH:23]=[CH:24][CH:25]=1)(=[O:19])=[O:18], predict the reactants needed to synthesize it. (4) The reactants are: Br[C:2]1[CH:3]=[C:4]2[C:9](=[C:10]([O:12]COCC[Si](C)(C)C)[CH:11]=1)[N:8]=[CH:7][N:6](COCC[Si](C)(C)C)[C:5]2=[O:29].[Br-].[CH2:31]([Zn+])[CH:32]([CH3:34])[CH3:33].[Br-].C([Zn+])C1C=CC=CC=1. Given the product [OH:12][C:10]1[CH:11]=[C:2]([CH2:31][CH:32]([CH3:34])[CH3:33])[CH:3]=[C:4]2[C:9]=1[N:8]=[CH:7][NH:6][C:5]2=[O:29], predict the reactants needed to synthesize it. (5) Given the product [CH2:1]([O:3][C:4](=[O:12])[CH:5]([OH:22])[CH:6]1[CH2:11][CH2:10][CH2:9][CH2:8][CH2:7]1)[CH3:2], predict the reactants needed to synthesize it. The reactants are: [CH2:1]([O:3][C:4](=[O:12])[CH2:5][CH:6]1[CH2:11][CH2:10][CH2:9][CH2:8][CH2:7]1)[CH3:2].[K].C1(C2[O:22]N2S(C2C=CC=CC=2)(=O)=O)C=CC=CC=1.[Cl-].[NH4+]. (6) Given the product [N+:2]([C:5]1[CH:6]=[C:7]([N:11]2[CH2:16][CH2:15][N:14]([CH2:18][CH2:19][C:20]([O:22][CH2:23][CH3:24])=[O:21])[CH2:13][CH2:12]2)[CH:8]=[CH:9][CH:10]=1)([O-:4])=[O:3], predict the reactants needed to synthesize it. The reactants are: Cl.[N+:2]([C:5]1[CH:6]=[C:7]([N:11]2[CH2:16][CH2:15][NH:14][CH2:13][CH2:12]2)[CH:8]=[CH:9][CH:10]=1)([O-:4])=[O:3].Br[CH2:18][CH2:19][C:20]([O:22][CH2:23][CH3:24])=[O:21].C(=O)([O-])[O-].[K+].[K+].[I-].[K+]. (7) Given the product [CH3:1][O:2][C:3](=[O:14])[C:4]1[CH:9]=[CH:8][C:7]([NH:19][CH:15]2[CH2:18][CH2:17][CH2:16]2)=[C:6]([N+:11]([O-:13])=[O:12])[CH:5]=1, predict the reactants needed to synthesize it. The reactants are: [CH3:1][O:2][C:3](=[O:14])[C:4]1[CH:9]=[CH:8][C:7](F)=[C:6]([N+:11]([O-:13])=[O:12])[CH:5]=1.[CH:15]1([NH2:19])[CH2:18][CH2:17][CH2:16]1. (8) Given the product [OH:2][C:3]1[CH:22]=[CH:21][C:6]2[CH:7]=[C:8]([C:10]3[CH:20]=[CH:19][C:13]([C:14]([O:16][CH2:17][CH3:18])=[O:15])=[CH:12][CH:11]=3)[S:9][C:5]=2[CH:4]=1, predict the reactants needed to synthesize it. The reactants are: C[O:2][C:3]1[CH:22]=[CH:21][C:6]2[CH:7]=[C:8]([C:10]3[CH:20]=[CH:19][C:13]([C:14]([O:16][CH2:17][CH3:18])=[O:15])=[CH:12][CH:11]=3)[S:9][C:5]=2[CH:4]=1.B(Br)(Br)Br. (9) Given the product [C:23]([C:7]1[C:8]2[C:13](=[CH:12][CH:11]=[CH:10][C:9]=2[O:16][C:17]2[CH:18]=[CH:19][CH:20]=[CH:21][CH:22]=2)[C:14]([OH:15])=[C:5]([C:3]([NH:25][C@@H:26]([CH3:27])[C:28]([OH:30])=[O:29])=[O:4])[N:6]=1)#[N:24], predict the reactants needed to synthesize it. The reactants are: CO[C:3]([C:5]1[N:6]=[C:7]([C:23]#[N:24])[C:8]2[C:13]([C:14]=1[OH:15])=[CH:12][CH:11]=[CH:10][C:9]=2[O:16][C:17]1[CH:22]=[CH:21][CH:20]=[CH:19][CH:18]=1)=[O:4].[NH2:25][C@H:26]([C:28]([OH:30])=[O:29])[CH3:27].